Task: Predict the product of the given reaction.. Dataset: Forward reaction prediction with 1.9M reactions from USPTO patents (1976-2016) (1) Given the reactants [CH2:1]([O:3][CH:4]([O:16][CH2:17][CH3:18])[C:5]1[CH:14]=[C:13]([OH:15])[CH:12]=[CH:11][C:6]=1[C:7]([O:9][CH3:10])=[O:8])[CH3:2].Br[CH2:20][C:21]([O:23][CH2:24][C:25]1[CH:30]=[CH:29][CH:28]=[CH:27][CH:26]=1)=[O:22].C(=O)([O-])[O-].[K+].[K+], predict the reaction product. The product is: [CH2:24]([O:23][C:21](=[O:22])[CH2:20][O:15][C:13]1[CH:12]=[CH:11][C:6]([C:7]([O:9][CH3:10])=[O:8])=[C:5]([CH:4]([O:3][CH2:1][CH3:2])[O:16][CH2:17][CH3:18])[CH:14]=1)[C:25]1[CH:30]=[CH:29][CH:28]=[CH:27][CH:26]=1. (2) The product is: [CH2:8]([C:7]1[C:2]([NH:1][C:30](=[O:31])[CH2:29][C:23]2[CH:28]=[CH:27][CH:26]=[CH:25][CH:24]=2)=[N:3][CH:4]=[C:5]([C:15]2[CH:16]=[CH:17][C:18]([O:21][CH3:22])=[CH:19][CH:20]=2)[N:6]=1)[C:9]1[CH:10]=[CH:11][CH:12]=[CH:13][CH:14]=1. Given the reactants [NH2:1][C:2]1[C:7]([CH2:8][C:9]2[CH:14]=[CH:13][CH:12]=[CH:11][CH:10]=2)=[N:6][C:5]([C:15]2[CH:20]=[CH:19][C:18]([O:21][CH3:22])=[CH:17][CH:16]=2)=[CH:4][N:3]=1.[C:23]1([CH2:29][C:30](Cl)=[O:31])[CH:28]=[CH:27][CH:26]=[CH:25][CH:24]=1.C(=O)(O)[O-].[Na+], predict the reaction product. (3) Given the reactants [NH2:1][C:2]1[N:7]=[C:6](/[CH:8]=[C:9]2/[C:10](=[O:15])[NH:11][C:12](=[O:14])[S:13]/2)[CH:5]=[CH:4][N:3]=1.[F:16][C:17]([F:28])([F:27])[C:18]1[CH:19]=[CH:20][C:21]([C:24](Cl)=[O:25])=[N:22][CH:23]=1.C(N(CC)CC)C.C(=O)(O)[O-].[Na+], predict the reaction product. The product is: [O:14]=[C:12]1[NH:11][C:10](=[O:15])/[C:9](=[CH:8]/[C:6]2[CH:5]=[CH:4][N:3]=[C:2]([NH:1][C:24](=[O:25])[C:21]3[CH:20]=[CH:19][C:18]([C:17]([F:27])([F:16])[F:28])=[CH:23][N:22]=3)[N:7]=2)/[S:13]1.